Dataset: Full USPTO retrosynthesis dataset with 1.9M reactions from patents (1976-2016). Task: Predict the reactants needed to synthesize the given product. (1) Given the product [N+:13]([C:6]1[C:7]([OH:9])=[N:8][C:3]([C:2]([F:1])([F:11])[F:12])=[CH:4][C:5]=1[OH:10])([O-:15])=[O:14], predict the reactants needed to synthesize it. The reactants are: [F:1][C:2]([F:12])([F:11])[C:3]1[N:8]=[C:7]([OH:9])[CH:6]=[C:5]([OH:10])[CH:4]=1.[N+:13]([O-])([OH:15])=[O:14]. (2) Given the product [C:1]([NH:4][C:5]1[S:6][C:7]2[CH:13]=[CH:12][CH:11]=[C:10]([O:14][C:15]3[N:20]=[CH:19][N:18]=[C:17]([C:21]4[CH:26]=[CH:25][C:24]([C:27]([F:28])([F:29])[F:30])=[CH:23][C:22]=4[NH:31][C:32]([C@@H:34]4[CH2:38][CH2:37][C@H:36]([C:39]5[CH:44]=[CH:43][CH:42]=[CH:41][CH:40]=5)[N:35]4[CH:46]([CH3:48])[CH3:45])=[O:33])[CH:16]=3)[C:8]=2[N:9]=1)(=[O:3])[CH3:2], predict the reactants needed to synthesize it. The reactants are: [C:1]([NH:4][C:5]1[S:6][C:7]2[CH:13]=[CH:12][CH:11]=[C:10]([O:14][C:15]3[N:20]=[CH:19][N:18]=[C:17]([C:21]4[CH:26]=[CH:25][C:24]([C:27]([F:30])([F:29])[F:28])=[CH:23][C:22]=4[NH:31][C:32]([C@@H:34]4[CH2:38][CH2:37][C@H:36]([C:39]5[CH:44]=[CH:43][CH:42]=[CH:41][CH:40]=5)[NH:35]4)=[O:33])[CH:16]=3)[C:8]=2[N:9]=1)(=[O:3])[CH3:2].[CH3:45][C:46]([CH3:48])=O. (3) Given the product [F:1][C:2]1[CH:7]=[CH:6][CH:5]=[C:4]2[C:3]=1[O:8][CH2:12][CH2:13][C:14]2=[O:15], predict the reactants needed to synthesize it. The reactants are: [F:1][C:2]1[CH:7]=[CH:6][CH:5]=[CH:4][C:3]=1[OH:8].[H-].[Na+].Br[CH2:12][CH2:13][C:14](O)=[O:15].Cl. (4) Given the product [ClH:37].[ClH:37].[OH:1][C:2]1[CH:22]=[CH:21][C:5]2[C:6](=[O:20])/[C:7](=[CH:9]/[C:10]3[C:18]4[C:13](=[CH:14][CH:15]=[C:16]([CH3:19])[CH:17]=4)[NH:12][CH:11]=3)/[O:8][C:4]=2[C:3]=1[CH2:23][N:24]1[CH2:29][CH2:28][NH:27][CH2:26][CH2:25]1, predict the reactants needed to synthesize it. The reactants are: [OH:1][C:2]1[CH:22]=[CH:21][C:5]2[C:6](=[O:20])/[C:7](=[CH:9]/[C:10]3[C:18]4[C:13](=[CH:14][CH:15]=[C:16]([CH3:19])[CH:17]=4)[NH:12][CH:11]=3)/[O:8][C:4]=2[C:3]=1[CH2:23][N:24]1[CH2:29][CH2:28][N:27](C(OC(C)(C)C)=O)[CH2:26][CH2:25]1.[ClH:37]. (5) Given the product [NH2:25][C:13]1[N:14]([C:17]2[CH:22]=[CH:21][C:20]([OH:23])=[CH:19][CH:18]=2)[N:15]=[N:16][C:12]=1[C:3]1[CH:4]=[CH:5][C:6]([C:8]([F:9])([F:10])[F:11])=[CH:7][C:2]=1[F:1], predict the reactants needed to synthesize it. The reactants are: [F:1][C:2]1[CH:7]=[C:6]([C:8]([F:11])([F:10])[F:9])[CH:5]=[CH:4][C:3]=1[C:12]1[N:16]=[N:15][N:14]([C:17]2[CH:22]=[CH:21][C:20]([O:23]C)=[CH:19][CH:18]=2)[C:13]=1[NH2:25].B(Br)(Br)Br.CO.[OH-].[Na+]. (6) Given the product [Cl:1][C:2]1[CH:3]=[C:4]([C:10]2[O:17][C:23]3[C:24]([C:12](=[O:14])[CH:11]=2)=[C:19]([OH:18])[CH:20]=[C:21]([OH:26])[CH:22]=3)[CH:5]=[CH:6][C:7]=1[O:8][CH3:9], predict the reactants needed to synthesize it. The reactants are: [Cl:1][C:2]1[CH:3]=[C:4]([C:10](=[O:17])[CH2:11][C:12]([O:14]CC)=O)[CH:5]=[CH:6][C:7]=1[O:8][CH3:9].[OH:18][C:19]1[CH:24]=[C:23](O)[CH:22]=[C:21]([OH:26])[CH:20]=1.